This data is from Reaction yield outcomes from USPTO patents with 853,638 reactions. The task is: Predict the reaction yield, written as a fraction of the theoretical maximum amount of product (1.0 means a 100% yield; for example, 0.34 means a 34% yield). The product is [C:49]([O:48][C:45]1[CH:44]=[CH:43][C:42]([CH2:41][C@H:37]([NH:36][C:34](=[O:35])[O:33][CH2:32][CH:30]2[C:31]3[CH:19]=[CH:20][CH:21]=[CH:22][C:23]=3[C:24]3[C:29]2=[CH:28][CH:27]=[CH:26][CH:25]=3)[C:38]([N:5]([CH2:6][CH:7]([O:8][CH2:9][CH3:10])[O:11][CH2:12][CH3:13])[CH2:4][C:3]2[CH:14]=[CH:15][C:16]([F:18])=[CH:17][C:2]=2[F:1])=[O:39])=[CH:47][CH:46]=1)([CH3:52])([CH3:50])[CH3:51]. The yield is 0.360. The reactants are [F:1][C:2]1[CH:17]=[C:16]([F:18])[CH:15]=[CH:14][C:3]=1[CH2:4][NH:5][CH2:6][CH:7]([O:11][CH2:12][CH3:13])[O:8][CH2:9][CH3:10].[CH:19]1[C:31]2[CH:30]([CH2:32][O:33][C:34]([NH:36][C@@H:37]([CH2:41][C:42]3[CH:47]=[CH:46][C:45]([O:48][C:49]([CH3:52])([CH3:51])[CH3:50])=[CH:44][CH:43]=3)[C:38](O)=[O:39])=[O:35])[C:29]3[C:24](=[CH:25][CH:26]=[CH:27][CH:28]=3)[C:23]=2[CH:22]=[CH:21][CH:20]=1. No catalyst specified.